From a dataset of Full USPTO retrosynthesis dataset with 1.9M reactions from patents (1976-2016). Predict the reactants needed to synthesize the given product. (1) Given the product [Cl:1][CH2:2][CH2:3][CH2:4][C:5](=[O:7])[CH3:6].[CH2:6]([N:9]1[CH2:15][CH2:16][CH2:17][C:12]1([C:11]#[N:18])[CH3:13])[C:5]1[CH:21]=[CH:20][CH:2]=[CH:3][CH:4]=1.[CH3:16][C:17]([CH:12]1[CH2:11][CH2:15][CH2:14][CH2:13]1)=[O:22], predict the reactants needed to synthesize it. The reactants are: [Cl:1][CH2:2][CH2:3][CH2:4][C:5](=[O:7])[CH3:6].[C-]#[N:9].[Na+].[CH2:11]([NH2:18])[C:12]1[CH:17]=[CH:16][CH:15]=[CH:14][CH:13]=1.O.[CH2:20]([OH:22])[CH3:21]. (2) The reactants are: [N:1]1[CH:6]=[CH:5][CH:4]=[N:3][C:2]=1[S:7][C:8]1[O:9][C:10]([CH2:20][CH2:21][CH2:22][OH:23])=[C:11]([C:13]2[CH:18]=[CH:17][C:16]([Cl:19])=[CH:15][CH:14]=2)[N:12]=1.[CH3:24][O:25][C:26]1[CH:31]=[CH:30][CH:29]=[CH:28][C:27]=1O.C(P(CCCC)CCCC)CCC.N(C(N1CCCCC1)=O)=NC(N1CCCCC1)=O. Given the product [Cl:19][C:16]1[CH:17]=[CH:18][C:13]([C:11]2[N:12]=[C:8]([S:7][C:2]3[N:1]=[CH:6][CH:5]=[CH:4][N:3]=3)[O:9][C:10]=2[CH2:20][CH2:21][CH2:22][O:23][C:27]2[CH:28]=[CH:29][CH:30]=[CH:31][C:26]=2[O:25][CH3:24])=[CH:14][CH:15]=1, predict the reactants needed to synthesize it. (3) Given the product [Br:1][C:2]1[CH:7]=[CH:6][C:5]([S:8]([N:11]2[CH2:18][CH2:17][C:14]([CH2:15][NH:23][C:19]([CH3:22])([CH3:21])[CH3:20])([OH:16])[CH2:13][CH2:12]2)(=[O:10])=[O:9])=[CH:4][CH:3]=1, predict the reactants needed to synthesize it. The reactants are: [Br:1][C:2]1[CH:7]=[CH:6][C:5]([S:8]([N:11]2[CH2:18][CH2:17][C:14]3([O:16][CH2:15]3)[CH2:13][CH2:12]2)(=[O:10])=[O:9])=[CH:4][CH:3]=1.[C:19]([NH2:23])([CH3:22])([CH3:21])[CH3:20].[Al]. (4) Given the product [CH3:33][O:32][CH2:31][CH2:30][O:29][C:10]1[C:11]2[CH2:17][N:16]([C:18]([C:20]3[CH:21]=[N:22][N:23]4[CH:28]=[CH:27][CH:26]=[CH:25][C:24]=34)=[O:19])[CH2:15][CH2:14][C:12]=2[N:13]=[C:8]([C:5]2[CH:6]=[N:7][C:2]([CH3:34])=[CH:3][CH:4]=2)[N:9]=1, predict the reactants needed to synthesize it. The reactants are: Cl[C:2]1[N:7]=[CH:6][C:5]([C:8]2[N:9]=[C:10]([O:29][CH2:30][CH2:31][O:32][CH3:33])[C:11]3[CH2:17][N:16]([C:18]([C:20]4[CH:21]=[N:22][N:23]5[CH:28]=[CH:27][CH:26]=[CH:25][C:24]=45)=[O:19])[CH2:15][CH2:14][C:12]=3[N:13]=2)=[CH:4][CH:3]=1.[CH3:34][Sn](C)(C)C. (5) Given the product [CH3:18][O:17][CH2:16][CH2:15][N:1]1[C:9]2[C:4](=[CH:5][CH:6]=[C:7]([C:10]([O:12][CH3:13])=[O:11])[CH:8]=2)[CH:3]=[CH:2]1, predict the reactants needed to synthesize it. The reactants are: [NH:1]1[C:9]2[C:4](=[CH:5][CH:6]=[C:7]([C:10]([O:12][CH3:13])=[O:11])[CH:8]=2)[CH:3]=[CH:2]1.Br[CH2:15][CH2:16][O:17][CH3:18].